The task is: Regression/Classification. Given a drug SMILES string, predict its toxicity properties. Task type varies by dataset: regression for continuous values (e.g., LD50, hERG inhibition percentage) or binary classification for toxic/non-toxic outcomes (e.g., AMES mutagenicity, cardiotoxicity, hepatotoxicity). Dataset: herg_karim.. This data is from hERG potassium channel inhibition data for cardiac toxicity prediction from Karim et al.. (1) The molecule is O=C(C1CCN(c2cc(C(F)(F)F)ncn2)CC1)N1CC[C@H](N[C@H]2CC[C@@](O)(c3ccc(-c4ncccn4)cn3)CC2)C1. The result is 0 (non-blocker). (2) The compound is NCCCCOc1ccc2ncc(F)c(CCC34CCC(NCc5ccc6c(n5)NC(=O)CO6)(CC3)CO4)c2n1. The result is 1 (blocker).